The task is: Predict the reaction yield, written as a fraction of the theoretical maximum amount of product (1.0 means a 100% yield; for example, 0.34 means a 34% yield).. This data is from Reaction yield outcomes from USPTO patents with 853,638 reactions. (1) The reactants are C(OC(=O)[NH:7][C:8]1([C:11]([N:13]2[CH2:18][CH2:17][N:16]([CH2:19][C:20]3[N:21]([CH3:46])[C:22]4[C:27]([N:28]=3)=[C:26]([N:29]3[CH2:34][CH2:33][O:32][CH2:31][CH2:30]3)[N:25]=[C:24]([N:35]3[C:39]5[CH:40]=[CH:41][CH:42]=[CH:43][C:38]=5[N:37]=[C:36]3[CH2:44][CH3:45])[N:23]=4)[CH2:15][CH2:14]2)=[O:12])[CH2:10][CH2:9]1)(C)(C)C. The catalyst is C(Cl)Cl.C(O)(C(F)(F)F)=O. The product is [NH2:7][C:8]1([C:11]([N:13]2[CH2:14][CH2:15][N:16]([CH2:19][C:20]3[N:21]([CH3:46])[C:22]4[C:27]([N:28]=3)=[C:26]([N:29]3[CH2:34][CH2:33][O:32][CH2:31][CH2:30]3)[N:25]=[C:24]([N:35]3[C:39]5[CH:40]=[CH:41][CH:42]=[CH:43][C:38]=5[N:37]=[C:36]3[CH2:44][CH3:45])[N:23]=4)[CH2:17][CH2:18]2)=[O:12])[CH2:9][CH2:10]1. The yield is 0.640. (2) The reactants are Br[C:2]1[CH:3]=[N:4][CH:5]=[C:6]([Br:8])[CH:7]=1.C1(P(C2C=CC=CC=2)C2C3OC4C(=CC=CC=4P(C4C=CC=CC=4)C4C=CC=CC=4)C(C)(C)C=3C=CC=2)C=CC=CC=1.C(=O)([O-])[O-].[Cs+].[Cs+].[CH3:57][N:58]1[CH2:63][CH2:62][NH:61][CH2:60][CH2:59]1. The catalyst is O1CCOCC1.CCOC(C)=O.C1C=CC(/C=C/C(/C=C/C2C=CC=CC=2)=O)=CC=1.C1C=CC(/C=C/C(/C=C/C2C=CC=CC=2)=O)=CC=1.C1C=CC(/C=C/C(/C=C/C2C=CC=CC=2)=O)=CC=1.[Pd].[Pd]. The product is [Br:8][C:6]1[CH:7]=[C:2]([N:61]2[CH2:62][CH2:63][N:58]([CH3:57])[CH2:59][CH2:60]2)[CH:3]=[N:4][CH:5]=1. The yield is 0.390. (3) The product is [F:16][C:17]1[C:18](=[O:37])[N:19]([CH2:24][CH2:25][C@@:26]([CH3:36])([S:32]([CH3:35])(=[O:33])=[O:34])[C:27]([O:29][CH2:30][CH3:31])=[O:28])[CH:20]=[CH:21][C:22]=1[C:7]1[CH:12]=[CH:11][CH:10]=[CH:9][CH:8]=1. The yield is 0.512. The reactants are C(=O)([O-])[O-].[K+].[K+].[C:7]1(B(O)O)[CH:12]=[CH:11][CH:10]=[CH:9][CH:8]=1.[F:16][C:17]1[C:18](=[O:37])[N:19]([CH2:24][CH2:25][C@@:26]([CH3:36])([S:32]([CH3:35])(=[O:34])=[O:33])[C:27]([O:29][CH2:30][CH3:31])=[O:28])[CH:20]=[CH:21][C:22]=1I.O. The catalyst is O1CCOCC1.[Pd]. (4) No catalyst specified. The yield is 0.720. The product is [F:1][C:2]([F:7])([F:6])[C:3]([OH:5])=[O:4].[F:8][C:9]([F:14])([F:13])[C:10]([OH:12])=[O:11].[Cl:22][C:23]1[CH:24]=[N:25][C:26]2[NH:27][C:28]3[CH:29]=[N:30][CH:31]=[C:32]([CH:53]=3)[CH2:33][CH2:34][C:35]3[CH:43]=[C:39]([NH:40][C:41]=1[N:42]=2)[CH:38]=[CH:37][C:36]=3[NH:44][C:45](=[O:52])[CH2:46][C@@H:47]1[CH2:51][CH2:50][N:49]([C:60]([C:58]2[CH:57]=[N:56][N:55]([CH3:54])[CH:59]=2)=[O:61])[CH2:48]1. The reactants are [F:1][C:2]([F:7])([F:6])[C:3]([OH:5])=[O:4].[F:8][C:9]([F:14])([F:13])[C:10]([OH:12])=[O:11].FC(F)(F)C(O)=O.[Cl:22][C:23]1[CH:24]=[N:25][C:26]2[NH:27][C:28]3[CH:29]=[N:30][CH:31]=[C:32]([CH:53]=3)[CH2:33][CH2:34][C:35]3[CH:43]=[C:39]([NH:40][C:41]=1[N:42]=2)[CH:38]=[CH:37][C:36]=3[NH:44][C:45](=[O:52])[CH2:46][C@@H:47]1[CH2:51][CH2:50][NH:49][CH2:48]1.[CH3:54][N:55]1[CH:59]=[C:58]([C:60](Cl)=[O:61])[CH:57]=[N:56]1. (5) The reactants are [O:1]1[CH:5]=[CH:4][CH:3]=[C:2]1[C:6]1[NH:11][C:10](=O)[C:9]([C:13]#[N:14])=[CH:8][C:7]=1[C:15]1[CH:20]=[CH:19][N:18]=[CH:17][CH:16]=1.P(Cl)(Cl)([Cl:23])=O. No catalyst specified. The product is [Cl:23][C:10]1[C:9]([C:13]#[N:14])=[CH:8][C:7]([C:15]2[CH:20]=[CH:19][N:18]=[CH:17][CH:16]=2)=[C:6]([C:2]2[O:1][CH:5]=[CH:4][CH:3]=2)[N:11]=1. The yield is 0.610. (6) The reactants are [N+:1]([C:4]1[CH:5]=[C:6]([CH:15]=[CH:16][CH:17]=1)[O:7][C:8]1[CH:9]=[CH:10][C:11]([NH2:14])=[N:12][CH:13]=1)([O-:3])=[O:2].[N:18]([C:21](OCC)=O)=C=S.[Cl-].O[NH3+].C([N:32](CC)C(C)C)(C)C. The catalyst is CO.C(O)C.CS(C)=O. The product is [N+:1]([C:4]1[CH:5]=[C:6]([CH:15]=[CH:16][CH:17]=1)[O:7][C:8]1[CH:9]=[CH:10][C:11]2[N:12]([N:32]=[C:21]([NH2:18])[N:14]=2)[CH:13]=1)([O-:3])=[O:2]. The yield is 0.960.